From a dataset of Reaction yield outcomes from USPTO patents with 853,638 reactions. Predict the reaction yield, written as a fraction of the theoretical maximum amount of product (1.0 means a 100% yield; for example, 0.34 means a 34% yield). (1) The reactants are CN(C=O)C.[NH2:6][C:7]1[N:12]=[C:11]([S:13]([NH:16][C:17]([C:19]2[C:20]([N:30]3[CH2:34][CH:33]([CH3:35])[CH2:32][C:31]3([CH3:37])[CH3:36])=[N:21][C:22]([C:26]([CH3:29])([CH3:28])[CH3:27])=[C:23](I)[CH:24]=2)=[O:18])(=[O:15])=[O:14])[CH:10]=[CH:9][CH:8]=1.[CH3:38][O:39][C:40]1[CH:45]=[CH:44][C:43](/[CH:46]=[CH:47]/B(O)O)=[CH:42][CH:41]=1.C([O-])([O-])=O.[K+].[K+]. The catalyst is C1C=CC([P]([Pd]([P](C2C=CC=CC=2)(C2C=CC=CC=2)C2C=CC=CC=2)([P](C2C=CC=CC=2)(C2C=CC=CC=2)C2C=CC=CC=2)[P](C2C=CC=CC=2)(C2C=CC=CC=2)C2C=CC=CC=2)(C2C=CC=CC=2)C2C=CC=CC=2)=CC=1.O. The product is [NH2:6][C:7]1[N:12]=[C:11]([S:13]([NH:16][C:17]([C:19]2[C:20]([N:30]3[CH2:34][C@@H:33]([CH3:35])[CH2:32][C:31]3([CH3:37])[CH3:36])=[N:21][C:22]([C:26]([CH3:29])([CH3:28])[CH3:27])=[C:23](/[CH:47]=[CH:46]/[C:43]3[CH:44]=[CH:45][C:40]([O:39][CH3:38])=[CH:41][CH:42]=3)[CH:24]=2)=[O:18])(=[O:15])=[O:14])[CH:10]=[CH:9][CH:8]=1. The yield is 0.160. (2) The reactants are [CH3:1][C@H:2]([CH2:6][CH:7]=[CH2:8])[C:3]([OH:5])=O.[NH:9]1[CH2:13][CH2:12][CH2:11][C@H:10]1[CH2:14][OH:15].CC(=O)OCC. The catalyst is C(Cl)Cl. The product is [OH:15][CH2:14][C@@H:10]1[CH2:11][CH2:12][CH2:13][N:9]1[C:3](=[O:5])[C@H:2]([CH3:1])[CH2:6][CH:7]=[CH2:8]. The yield is 0.680.